The task is: Predict the reactants needed to synthesize the given product.. This data is from Full USPTO retrosynthesis dataset with 1.9M reactions from patents (1976-2016). (1) Given the product [Br:1][C:2]1[CH:3]=[C:4]([NH2:15])[C:5]([NH2:6])=[CH:7][C:8]=1[O:9][CH2:10][CH:11]1[CH2:14][CH2:13][CH2:12]1, predict the reactants needed to synthesize it. The reactants are: [Br:1][C:2]1[C:8]([O:9][CH2:10][CH:11]2[CH2:14][CH2:13][CH2:12]2)=[CH:7][C:5]([NH2:6])=[C:4]([N+:15]([O-])=O)[CH:3]=1.CCOC(C)=O.CO.[NH4+].[Cl-]. (2) Given the product [F:30][C:10]1[CH:11]=[C:12]([NH:16][C:17]([NH:19][C:20]2[CH:25]=[CH:24][CH:23]=[C:22]([C:26]([F:29])([F:28])[F:27])[CH:21]=2)=[O:18])[CH:13]=[C:14]([F:15])[C:9]=1[O:8][C:4]1[CH:3]=[C:2]([NH:32][CH3:31])[N:7]=[CH:6][N:5]=1, predict the reactants needed to synthesize it. The reactants are: Cl[C:2]1[N:7]=[CH:6][N:5]=[C:4]([O:8][C:9]2[C:14]([F:15])=[CH:13][C:12]([NH:16][C:17]([NH:19][C:20]3[CH:25]=[CH:24][CH:23]=[C:22]([C:26]([F:29])([F:28])[F:27])[CH:21]=3)=[O:18])=[CH:11][C:10]=2[F:30])[CH:3]=1.[CH3:31][NH2:32].C1COCC1. (3) Given the product [Br:1][C:2]1[C:3]([C:29]2[C:38]3[C:33](=[CH:34][CH:35]=[CH:36][CH:37]=3)[CH:32]=[CH:31][CH:30]=2)=[N:4][O:5][C:6]=1[C@@H:7]1[C@:12]([C:14]2[CH:19]=[CH:18][C:17]([F:20])=[C:16]([F:21])[CH:15]=2)([OH:13])[CH2:11][CH2:10][NH:9][CH2:8]1, predict the reactants needed to synthesize it. The reactants are: [Br:1][C:2]1[C:3]([C:29]2[C:38]3[C:33](=[CH:34][CH:35]=[CH:36][CH:37]=3)[CH:32]=[CH:31][CH:30]=2)=[N:4][O:5][C:6]=1[C@@H:7]1[C@:12]([C:14]2[CH:19]=[CH:18][C:17]([F:20])=[C:16]([F:21])[CH:15]=2)([OH:13])[CH2:11][CH2:10][N:9](C(OC(C)(C)C)=O)[CH2:8]1.Cl.O1CCOCC1. (4) The reactants are: [CH2:1]([O:3][C:4]([C:6]1[C:14](=[N+]=[N-])[C:13]2[C:8](=[CH:9][CH:10]=[CH:11][CH:12]=2)[N:7]=1)=[O:5])[CH3:2].[CH3:17][O:18][C:19]1[CH:24]=[CH:23][C:22]([OH:25])=[CH:21][CH:20]=1. Given the product [CH2:1]([O:3][C:4]([C:6]1[N:7]([O:25][C:22]2[CH:23]=[CH:24][C:19]([O:18][CH3:17])=[CH:20][CH:21]=2)[C:8]2[C:13]([CH:14]=1)=[CH:12][CH:11]=[CH:10][CH:9]=2)=[O:5])[CH3:2], predict the reactants needed to synthesize it.